Predict the product of the given reaction. From a dataset of Forward reaction prediction with 1.9M reactions from USPTO patents (1976-2016). Given the reactants [CH3:1][C:2]([C:21]1[CH:26]=[CH:25][CH:24]=[CH:23][CH:22]=1)([CH2:13]/[CH:14]=[CH:15]/[CH2:16][C:17]([CH3:20])([CH3:19])[CH3:18])[C:3]([O:5]CC1C=CC=CC=1)=[O:4], predict the reaction product. The product is: [CH3:1][C:2]([C:21]1[CH:26]=[CH:25][CH:24]=[CH:23][CH:22]=1)([CH2:13][CH2:14][CH2:15][CH2:16][C:17]([CH3:18])([CH3:19])[CH3:20])[C:3]([OH:5])=[O:4].